Dataset: Catalyst prediction with 721,799 reactions and 888 catalyst types from USPTO. Task: Predict which catalyst facilitates the given reaction. (1) Reactant: [F:8][C:7]([F:10])([F:9])[C:6](O[C:6](=[O:11])[C:7]([F:10])([F:9])[F:8])=[O:11].[Br:14][C:15]1[C:21]([O:22][CH3:23])=[CH:20][CH:19]=[CH:18][C:16]=1[NH2:17].C(N(CC)CC)C.O. Product: [Br:14][C:15]1[C:21]([O:22][CH3:23])=[CH:20][CH:19]=[CH:18][C:16]=1[NH:17][C:6](=[O:11])[C:7]([F:8])([F:9])[F:10]. The catalyst class is: 4. (2) Reactant: [CH2:1]([O:3][C:4]([C:6]1[NH:7][C:8]([CH:19]=O)=[C:9]([CH2:12][CH2:13][C:14]([O:16][CH2:17][CH3:18])=[O:15])[C:10]=1[CH3:11])=[O:5])[CH3:2].[Cl:21][C:22]1[CH:23]=[C:24]2[C:28](=[CH:29][CH:30]=1)[NH:27][C:26](=[O:31])[CH2:25]2. Product: [CH2:1]([O:3][C:4]([C:6]1[NH:7][C:8]([CH:19]=[C:25]2[C:24]3[C:28](=[CH:29][CH:30]=[C:22]([Cl:21])[CH:23]=3)[NH:27][C:26]2=[O:31])=[C:9]([CH2:12][CH2:13][C:14]([O:16][CH2:17][CH3:18])=[O:15])[C:10]=1[CH3:11])=[O:5])[CH3:2]. The catalyst class is: 495.